Task: Regression/Classification. Given a drug SMILES string, predict its absorption, distribution, metabolism, or excretion properties. Task type varies by dataset: regression for continuous measurements (e.g., permeability, clearance, half-life) or binary classification for categorical outcomes (e.g., BBB penetration, CYP inhibition). Dataset: cyp2c9_veith.. Dataset: CYP2C9 inhibition data for predicting drug metabolism from PubChem BioAssay (1) The molecule is CCNc1ncc2nc(CCc3ccccc3)c(=O)n(CCC#N)c2n1. The result is 1 (inhibitor). (2) The molecule is COc1cccc(/C=N/NC(=O)c2cc(-c3cccn3C)n[nH]2)c1. The result is 0 (non-inhibitor). (3) The molecule is COc1cc(C(=O)N2CCN(C(=O)c3ccccc3)CC2)cc(OC)c1OC. The result is 0 (non-inhibitor). (4) The molecule is COc1cccc(Cn2c(=O)c(-c3ccc(F)cc3)nc3cnc(OC)nc32)c1. The result is 1 (inhibitor). (5) The compound is O=C(CN1CCN(S(=O)(=O)c2ccc(Cl)cc2)CC1)Nc1ccc2c(c1)OCO2. The result is 1 (inhibitor). (6) The compound is N#Cc1ccc(CN2CCCC3(CCNCC3)C2)cc1. The result is 0 (non-inhibitor). (7) The molecule is COC(=O)c1cc(NC(=O)N2c3ccccc3Sc3ccccc32)cc(C(=O)OC)c1. The result is 1 (inhibitor). (8) The drug is O=C(O)CCn1nnc(-c2cccs2)n1. The result is 0 (non-inhibitor).